Dataset: Catalyst prediction with 721,799 reactions and 888 catalyst types from USPTO. Task: Predict which catalyst facilitates the given reaction. (1) Reactant: [CH2:1]([NH:8][CH2:9][CH2:10][N:11]1[C:20]2[C:15]([C:16](=[O:22])[NH:17][C:18](=[O:21])[N:19]=2)=[N:14][C:13]2[CH:23]=[C:24]([CH3:28])[C:25](Cl)=[CH:26][C:12]1=2)[C:2]1[CH:7]=[CH:6][CH:5]=[CH:4][CH:3]=1.[CH:29]1([NH2:32])[CH2:31][CH2:30]1. Product: [CH2:1]([NH:8][CH2:9][CH2:10][N:11]1[C:20]2[C:15]([C:16](=[O:22])[NH:17][C:18](=[O:21])[N:19]=2)=[N:14][C:13]2[CH:23]=[C:24]([CH3:28])[C:25]([NH:32][CH:29]3[CH2:31][CH2:30]3)=[CH:26][C:12]1=2)[C:2]1[CH:7]=[CH:6][CH:5]=[CH:4][CH:3]=1. The catalyst class is: 16. (2) Reactant: C[O:2][C:3](=O)[C:4]1[CH:9]=[CH:8][CH:7]=[C:6]([C:10]2[O:11][C:12]([CH3:36])=[C:13]([CH2:15][N:16]3[C:24]4[C:19](=[CH:20][C:21]([C:25]([OH:34])([C:30]([F:33])([F:32])[F:31])[C:26]([F:29])([F:28])[F:27])=[CH:22][CH:23]=4)[CH2:18][CH:17]3[CH3:35])[N:14]=2)[CH:5]=1.[H-].[Al+3].[Li+].[H-].[H-].[H-]. Product: [F:32][C:30]([F:31])([F:33])[C:25]([C:21]1[CH:20]=[C:19]2[C:24](=[CH:23][CH:22]=1)[N:16]([CH2:15][C:13]1[N:14]=[C:10]([C:6]3[CH:7]=[CH:8][CH:9]=[C:4]([CH2:3][OH:2])[CH:5]=3)[O:11][C:12]=1[CH3:36])[CH:17]([CH3:35])[CH2:18]2)([OH:34])[C:26]([F:29])([F:28])[F:27]. The catalyst class is: 1. (3) Reactant: [S:1]1[CH:5]=[C:4]([C:6]([OH:8])=O)[N:3]=[CH:2]1.F[P-](F)(F)(F)(F)F.ClC(=[N+]1CCCC1)N1CCCC1.C(N(C(C)C)CC)(C)C.[CH2:37]([S:44]([N:47]1[CH:51]=[CH:50][C:49]([NH2:52])=[CH:48]1)(=[O:46])=[O:45])[C:38]1[CH:43]=[CH:42][CH:41]=[CH:40][CH:39]=1. Product: [CH2:37]([S:44]([N:47]1[CH:51]=[CH:50][C:49]([NH:52][C:6]([C:4]2[N:3]=[CH:2][S:1][CH:5]=2)=[O:8])=[CH:48]1)(=[O:46])=[O:45])[C:38]1[CH:43]=[CH:42][CH:41]=[CH:40][CH:39]=1. The catalyst class is: 26. (4) Reactant: [CH3:1][N:2]1[C:7](=[O:8])[C:6]2[C:9]([C:30]3[CH:35]=[CH:34][CH:33]=[CH:32][CH:31]=3)=[C:10]([C:12]3[CH:17]=[CH:16][C:15]([C:18]4([NH:22][C:23](=[O:29])[O:24][C:25]([CH3:28])([CH3:27])[CH3:26])[CH2:21][CH2:20][CH2:19]4)=[CH:14][CH:13]=3)[O:11][C:5]=2[N:4]=[C:3]1S(C)(=O)=O.[CH2:40]([CH2:42][NH2:43])[OH:41]. Product: [OH:41][CH2:40][CH2:42][NH:43][C:3]1[N:2]([CH3:1])[C:7](=[O:8])[C:6]2[C:9]([C:30]3[CH:31]=[CH:32][CH:33]=[CH:34][CH:35]=3)=[C:10]([C:12]3[CH:17]=[CH:16][C:15]([C:18]4([NH:22][C:23](=[O:29])[O:24][C:25]([CH3:28])([CH3:26])[CH3:27])[CH2:19][CH2:20][CH2:21]4)=[CH:14][CH:13]=3)[O:11][C:5]=2[N:4]=1. The catalyst class is: 173. (5) Reactant: [CH3:1][C:2]1([CH3:24])[O:7][C:6](=[O:8])[C:5]2[CH:9]=[CH:10][C:11]([O:13]C3C(F)=CC(C=O)=CC=3F)=[CH:12][C:4]=2[O:3]1.CC(C)CCN.C(O[BH-](OC(=O)C)OC(=O)C)(=O)C.[Na+].[OH-].[K+]. Product: [OH:13][C:11]1[CH:10]=[CH:9][C:5]2[C:6](=[O:8])[O:7][C:2]([CH3:1])([CH3:24])[O:3][C:4]=2[CH:12]=1. The catalyst class is: 26. (6) Reactant: CC(C)([O-])C.[K+].[CH3:7][C:8]([C:10]1[CH:15]=[CH:14][C:13]([Br:16])=[CH:12][C:11]=1[Cl:17])=O.Cl.[C:19]([O-:22])(O)=O.[Na+]. Product: [Br:16][C:13]1[CH:14]=[CH:15][C:10]([CH:8]([CH3:7])[CH:19]=[O:22])=[C:11]([Cl:17])[CH:12]=1. The catalyst class is: 1. (7) Reactant: Cl.[F:2][C:3]1[CH:10]=[C:9]([C:11]2[CH:16]=[CH:15][N:14]=[C:13]3[NH:17][C:18]([C:20]4[CH:21]=[N:22][N:23]([CH3:25])[CH:24]=4)=[N:19][C:12]=23)[CH:8]=[CH:7][C:4]=1[CH2:5][NH2:6].CCN(C(C)C)C(C)C.[O:35]=[S:36]1(=[O:47])[CH2:41][CH2:40][CH2:39][CH:38]([CH2:42][S:43](Cl)(=[O:45])=[O:44])[CH2:37]1. Product: [O:47]=[S:36]1(=[O:35])[CH2:41][CH2:40][CH2:39][CH:38]([CH2:42][S:43]([NH:6][CH2:5][C:4]2[CH:7]=[CH:8][C:9]([C:11]3[CH:16]=[CH:15][N:14]=[C:13]4[NH:17][C:18]([C:20]5[CH:21]=[N:22][N:23]([CH3:25])[CH:24]=5)=[N:19][C:12]=34)=[CH:10][C:3]=2[F:2])(=[O:45])=[O:44])[CH2:37]1. The catalyst class is: 3.